From a dataset of Forward reaction prediction with 1.9M reactions from USPTO patents (1976-2016). Predict the product of the given reaction. (1) Given the reactants [NH:1]1[C:9]2[C:4](=[CH:5][C:6]([NH:10][C:11]3[C:12]4[C:27]([CH3:28])=[CH:26][O:25][C:13]=4[N:14]=[C:15]([C:17]4[CH:22]=[CH:21][CH:20]=[C:19]([O:23]C)[CH:18]=4)[N:16]=3)=[CH:7][CH:8]=2)[CH:3]=[N:2]1.B(Br)(Br)Br, predict the reaction product. The product is: [NH:1]1[C:9]2[C:4](=[CH:5][C:6]([NH:10][C:11]3[C:12]4[C:27]([CH3:28])=[CH:26][O:25][C:13]=4[N:14]=[C:15]([C:17]4[CH:18]=[C:19]([OH:23])[CH:20]=[CH:21][CH:22]=4)[N:16]=3)=[CH:7][CH:8]=2)[CH:3]=[N:2]1. (2) Given the reactants [N:1]1[C:10]2[CH:9]([NH:11][CH2:12][CH2:13][CH2:14][CH2:15][NH:16]C(=O)OC(C)(C)C)[CH2:8][CH2:7][CH2:6][C:5]=2[CH:4]=[CH:3][CH:2]=1.[Cl:24][C:25]1[N:30]2[CH:31]=[C:32]([CH:34]=O)[N:33]=[C:29]2[CH:28]=[CH:27][CH:26]=1, predict the reaction product. The product is: [Cl:24][C:25]1[N:30]2[CH:31]=[C:32]([CH2:34][N:11]([CH:9]3[C:10]4[N:1]=[CH:2][CH:3]=[CH:4][C:5]=4[CH2:6][CH2:7][CH2:8]3)[CH2:12][CH2:13][CH2:14][CH2:15][NH2:16])[N:33]=[C:29]2[CH:28]=[CH:27][CH:26]=1. (3) Given the reactants I[C:2]1[C:10]2[C:5](=[CH:6][CH:7]=[C:8]([NH:11][C:12](=[O:24])[CH:13]([N:19]3[CH2:23][CH2:22][CH2:21][CH2:20]3)[C:14]3[CH:18]=[CH:17][S:16][CH:15]=3)[CH:9]=2)[NH:4][N:3]=1.[O:25]1[CH2:28][CH:27]([N:29]2[CH2:34][CH2:33][CH:32]([O:35][C:36]3[CH:41]=[CH:40][C:39](B4OC(C)(C)C(C)(C)O4)=[CH:38][CH:37]=3)[CH2:31][CH2:30]2)[CH2:26]1, predict the reaction product. The product is: [O:25]1[CH2:28][CH:27]([N:29]2[CH2:34][CH2:33][CH:32]([O:35][C:36]3[CH:41]=[CH:40][C:39]([C:2]4[C:10]5[C:5](=[CH:6][CH:7]=[C:8]([NH:11][C:12](=[O:24])[CH:13]([N:19]6[CH2:23][CH2:22][CH2:21][CH2:20]6)[C:14]6[CH:18]=[CH:17][S:16][CH:15]=6)[CH:9]=5)[NH:4][N:3]=4)=[CH:38][CH:37]=3)[CH2:31][CH2:30]2)[CH2:26]1.